From a dataset of Forward reaction prediction with 1.9M reactions from USPTO patents (1976-2016). Predict the product of the given reaction. (1) Given the reactants C[O:2][C:3]1[CH:8]=[CH:7][C:6]([CH2:9][C:10](N2CCCC2)=[O:11])=[C:5]([CH3:17])[C:4]=1[CH3:18].[OH-].[Na+].C(OCC)(=[O:23])C, predict the reaction product. The product is: [OH:2][C:3]1[CH:8]=[CH:7][C:6]([CH2:9][C:10]([OH:11])=[O:23])=[C:5]([CH3:17])[C:4]=1[CH3:18]. (2) Given the reactants [F:1][C:2]([F:47])([F:46])[C:3]1[CH:4]=[C:5]([N:13]([CH3:45])[C:14]([N:16]([CH3:44])[C@H:17]2[C@H:21]([C:22]3[CH:27]=[CH:26][C:25]([F:28])=[CH:24][CH:23]=3)[CH2:20][N:19]([C:29]([C@H:31]3[CH2:36][CH2:35][C@H:34]([NH:37][C:38](=[O:43])[CH2:39][CH2:40][CH2:41]Cl)[CH2:33][CH2:32]3)=[O:30])[CH2:18]2)=[O:15])[CH:6]=[C:7]([C:9]([F:12])([F:11])[F:10])[CH:8]=1.[H-].[Na+], predict the reaction product. The product is: [F:1][C:2]([F:47])([F:46])[C:3]1[CH:4]=[C:5]([N:13]([CH3:45])[C:14]([N:16]([C@H:17]2[C@H:21]([C:22]3[CH:27]=[CH:26][C:25]([F:28])=[CH:24][CH:23]=3)[CH2:20][N:19]([C:29]([C@H:31]3[CH2:36][CH2:35][C@H:34]([N:37]4[CH2:41][CH2:40][CH2:39][C:38]4=[O:43])[CH2:33][CH2:32]3)=[O:30])[CH2:18]2)[CH3:44])=[O:15])[CH:6]=[C:7]([C:9]([F:12])([F:11])[F:10])[CH:8]=1. (3) Given the reactants [CH3:1][O:2][C:3](=[O:35])[C@@H:4]([NH:15]C(C1C=CC=CC=1)(C1C=CC=CC=1)C1C=CC=CC=1)[C@H:5]([NH:7][C:8]([O:10][C:11]([CH3:14])([CH3:13])[CH3:12])=[O:9])[CH3:6].CO.CCOC(C)=O, predict the reaction product. The product is: [CH3:1][O:2][C:3](=[O:35])[C@@H:4]([NH2:15])[C@H:5]([NH:7][C:8]([O:10][C:11]([CH3:13])([CH3:12])[CH3:14])=[O:9])[CH3:6]. (4) Given the reactants Cl.[NH2:2][CH2:3][C:4]1[CH:5]=[C:6]([CH2:10][NH:11][C:12]([C:14]2[NH:23][C:22](=[O:24])[C:21]3[C:16](=[CH:17][CH:18]=[C:19]([C:25]#[N:26])[CH:20]=3)[N:15]=2)=[O:13])[CH:7]=[CH:8][CH:9]=1.[NH:27]1[CH:31]=[N:30][C:29]([CH2:32][C:33](O)=[O:34])=[N:28]1.C(N(C(C)C)CC)(C)C.Cl.CN(C)CCCN=C=NCC.ON1C2C=CC=CC=2N=N1, predict the reaction product. The product is: [C:25]([C:19]1[CH:20]=[C:21]2[C:16](=[CH:17][CH:18]=1)[N:15]=[C:14]([C:12]([NH:11][CH2:10][C:6]1[CH:7]=[CH:8][CH:9]=[C:4]([CH2:3][NH:2][C:33](=[O:34])[CH2:32][C:29]3[N:30]=[CH:31][NH:27][N:28]=3)[CH:5]=1)=[O:13])[NH:23][C:22]2=[O:24])#[N:26]. (5) Given the reactants [NH2:1][CH2:2][CH2:3][CH2:4][CH2:5][OH:6].[Br:7][C:8]1[CH:16]=[CH:15][C:11]([C:12](Cl)=[O:13])=[CH:10][CH:9]=1.C(N(C(C)C)CC)(C)C.O, predict the reaction product. The product is: [Br:7][C:8]1[CH:16]=[CH:15][C:11]([C:12]([NH:1][CH2:2][CH2:3][CH2:4][CH2:5][OH:6])=[O:13])=[CH:10][CH:9]=1. (6) Given the reactants [Br:1][C:2]1[CH:9]=[CH:8][C:5]([CH:6]=O)=[CH:4][CH:3]=1.O1CCCC1.[NH:15]1[CH2:20][CH2:19][S:18](=[O:22])(=[O:21])[CH2:17][CH2:16]1.C(O[BH-](OC(=O)C)OC(=O)C)(=O)C.[Na+], predict the reaction product. The product is: [Br:1][C:2]1[CH:9]=[CH:8][C:5]([CH2:6][N:15]2[CH2:20][CH2:19][S:18](=[O:22])(=[O:21])[CH2:17][CH2:16]2)=[CH:4][CH:3]=1. (7) The product is: [CH2:28]([O:27][C:25]([C:22]1([C:19]2[CH:18]=[CH:17][C:16]([C:13]3[CH:14]=[CH:15][C:10]([C:5]4[S:6][C:7]([Cl:9])=[CH:8][C:4]=4[C:1](=[O:3])[NH2:2])=[CH:11][C:12]=3[NH:42][C:45]([O:68][C:64]([CH3:67])([CH3:66])[CH3:65])=[O:54])=[CH:21][CH:20]=2)[CH2:24][CH2:23]1)=[O:26])[CH3:29]. Given the reactants [C:1]([C:4]1[CH:8]=[C:7]([Cl:9])[S:6][C:5]=1[C:10]1[CH:11]=[C:12](C(O)=O)[C:13]([C:16]2[CH:21]=[CH:20][C:19]([C:22]3([C:25]([O:27][CH2:28][CH3:29])=[O:26])[CH2:24][CH2:23]3)=[CH:18][CH:17]=2)=[CH:14][CH:15]=1)(=[O:3])[NH2:2].C1(C)C=CC=CC=1.C([N:42]([CH2:45]C)CC)C.C1(P(N=[N+]=[N-])(C2C=CC=CC=2)=[O:54])C=CC=CC=1.[C:64]([OH:68])([CH3:67])([CH3:66])[CH3:65], predict the reaction product. (8) The product is: [OH:21][CH:18]1[CH2:17][CH2:16][N:15]([C:13]2[N:14]=[C:9]([N:3]3[CH2:4][CH:5]4[O:8][CH:1]([CH2:7][CH2:6]4)[CH2:2]3)[N:10]=[C:11]([C:22]3[CH:23]=[CH:24][C:25]([NH:28][C:29]([NH:31][C:32]4[CH:33]=[CH:34][N:35]=[CH:36][CH:37]=4)=[O:30])=[CH:26][CH:27]=3)[N:12]=2)[CH2:20][CH2:19]1.[C:38]([OH:44])([C:40]([F:43])([F:42])[F:41])=[O:39]. Given the reactants [CH:1]12[O:8][CH:5]([CH2:6][CH2:7]1)[CH2:4][N:3]([C:9]1[N:14]=[C:13]([N:15]3[CH2:20][CH2:19][C:18](=[O:21])[CH2:17][CH2:16]3)[N:12]=[C:11]([C:22]3[CH:27]=[CH:26][C:25]([NH:28][C:29]([NH:31][C:32]4[CH:37]=[CH:36][N:35]=[CH:34][CH:33]=4)=[O:30])=[CH:24][CH:23]=3)[N:10]=1)[CH2:2]2.[C:38]([OH:44])([C:40]([F:43])([F:42])[F:41])=[O:39].[BH4-].[Na+], predict the reaction product.